From a dataset of Full USPTO retrosynthesis dataset with 1.9M reactions from patents (1976-2016). Predict the reactants needed to synthesize the given product. (1) Given the product [Cl:1][C:2]1[CH:10]=[C:9]([C:11]([O:13][CH2:14][C:15]2([C:28]3[CH:33]=[CH:32][C:31]([F:34])=[CH:30][CH:29]=3)[CH2:20][CH2:19][N:18]([C:21]([O:23][C:24]([CH3:27])([CH3:26])[CH3:25])=[O:22])[CH2:17][CH2:16]2)=[O:12])[C:8]2[C:4](=[CH:5][N:6]([CH2:50][O:51][CH2:52][CH2:53][Si:54]([CH3:57])([CH3:56])[CH3:55])[N:7]=2)[CH:3]=1, predict the reactants needed to synthesize it. The reactants are: [Cl:1][C:2]1[CH:3]=[C:4]2[C:8](=[C:9]([C:11]([O:13][CH2:14][C:15]3([C:28]4[CH:33]=[CH:32][C:31]([F:34])=[CH:30][CH:29]=4)[CH2:20][CH2:19][N:18]([C:21]([O:23][C:24]([CH3:27])([CH3:26])[CH3:25])=[O:22])[CH2:17][CH2:16]3)=[O:12])[CH:10]=1)[NH:7][N:6]=[CH:5]2.C1(N(C)C2CCCCC2)CCCCC1.Cl[CH2:50][O:51][CH2:52][CH2:53][Si:54]([CH3:57])([CH3:56])[CH3:55]. (2) Given the product [CH3:1][N:2]1[C:6]2[CH:7]=[C:8]([O:11][CH3:12])[CH:9]=[CH:10][C:5]=2[N:4]=[C:3]1[CH2:13][O:14][C:15]1[CH:20]=[CH:19][C:18]([C:21]([CH3:27])([OH:26])[C:22]([OH:24])=[O:23])=[CH:17][CH:16]=1, predict the reactants needed to synthesize it. The reactants are: [CH3:1][N:2]1[C:6]2[CH:7]=[C:8]([O:11][CH3:12])[CH:9]=[CH:10][C:5]=2[N:4]=[C:3]1[CH2:13][O:14][C:15]1[CH:20]=[CH:19][C:18]([C:21]([CH3:27])([OH:26])[C:22]([O:24]C)=[O:23])=[CH:17][CH:16]=1.Cl.